The task is: Predict the product of the given reaction.. This data is from Forward reaction prediction with 1.9M reactions from USPTO patents (1976-2016). (1) The product is: [S:2]([O-:6])([O-:5])(=[O:4])=[O:3].[NH4+:1].[NH4+:1].[OH:5][S:2]([OH:6])(=[O:4])=[O:3]. Given the reactants [NH3:1].[S:2](=[O:6])(=[O:5])([OH:4])[OH:3], predict the reaction product. (2) The product is: [CH2:27]([C:33]1[CH:37]=[C:36]([B:40]2[O:41][CH2:6][CH2:5][CH2:7][O:39]2)[S:35][CH:34]=1)[CH2:28][CH2:29][CH2:30][CH2:31][CH3:32]. Given the reactants C(N[CH:5]([CH3:7])[CH3:6])(C)C.[Li]CCCC.CCCCCC.[Li+].CC([N-]C(C)C)C.[CH2:27]([C:33]1[CH:37]=[CH:36][S:35][CH:34]=1)[CH2:28][CH2:29][CH2:30][CH2:31][CH3:32].C[O:39][B:40](OC)[O:41]C.C(O)CCO, predict the reaction product. (3) Given the reactants [CH3:1][O:2][C:3]1[CH:4]=[C:5]2[C:10](=[CH:11][C:12]=1[O:13][CH2:14][CH2:15][CH2:16][N:17]1[CH2:21][CH2:20][CH2:19][CH2:18]1)[NH:9][CH:8]=[CH:7][C:6]2=O.O=P(Cl)(Cl)[Cl:25].[OH-].[K+], predict the reaction product. The product is: [Cl:25][C:6]1[C:5]2[C:10](=[CH:11][C:12]([O:13][CH2:14][CH2:15][CH2:16][N:17]3[CH2:21][CH2:20][CH2:19][CH2:18]3)=[C:3]([O:2][CH3:1])[CH:4]=2)[N:9]=[CH:8][CH:7]=1. (4) Given the reactants [CH:1]([C:4]1[N:8]2[CH:9]=[C:10]([C:13](OC)=[O:14])[CH:11]=[CH:12][C:7]2=[CH:6][N:5]=1)([CH3:3])[CH3:2].[H-].[Al+3].[Li+].[H-].[H-].[H-], predict the reaction product. The product is: [CH:1]([C:4]1[N:8]2[CH:9]=[C:10]([CH2:13][OH:14])[CH:11]=[CH:12][C:7]2=[CH:6][N:5]=1)([CH3:3])[CH3:2]. (5) Given the reactants [O:1]=[C:2]([NH:19][C:20]1[O:24][N:23]=[C:22]([C:25]2[CH:30]=[CH:29][N:28]=[CH:27][CH:26]=2)[CH:21]=1)[C@@H:3]([NH:11]C(=O)OC(C)(C)C)[CH2:4][C:5]1[CH:10]=[CH:9][CH:8]=[CH:7][CH:6]=1.C(O)(C(F)(F)F)=O, predict the reaction product. The product is: [NH2:11][C@@H:3]([CH2:4][C:5]1[CH:6]=[CH:7][CH:8]=[CH:9][CH:10]=1)[C:2]([NH:19][C:20]1[O:24][N:23]=[C:22]([C:25]2[CH:26]=[CH:27][N:28]=[CH:29][CH:30]=2)[CH:21]=1)=[O:1]. (6) Given the reactants [C:1](O)(=[O:5])[CH2:2][CH2:3][CH3:4].[NH2:7][C@@H:8]1[C@H:12]2[O:13][CH2:14][C@H:15]([NH:16][C:17](=[O:31])[C:18]3[CH:23]=[CH:22][CH:21]=[C:20]([O:24][C:25]4[CH:30]=[CH:29][CH:28]=[CH:27][CH:26]=4)[CH:19]=3)[C@H:11]2[O:10][CH2:9]1, predict the reaction product. The product is: [C:1]([NH:7][C@@H:8]1[C@H:12]2[O:13][CH2:14][C@H:15]([NH:16][C:17](=[O:31])[C:18]3[CH:23]=[CH:22][CH:21]=[C:20]([O:24][C:25]4[CH:26]=[CH:27][CH:28]=[CH:29][CH:30]=4)[CH:19]=3)[C@H:11]2[O:10][CH2:9]1)(=[O:5])[CH2:2][CH2:3][CH3:4]. (7) Given the reactants [CH:1]1([N:4]([CH2:6][C:7]2[CH:8]=[C:9]([C:21]#[C:22][Si](C)(C)C)[CH:10]=[C:11]3[C:16]=2[O:15][C:14]([CH3:18])([CH3:17])[CH2:13][C:12]3([CH3:20])[CH3:19])[CH3:5])[CH2:3][CH2:2]1.C(=O)([O-])[O-].[K+].[K+], predict the reaction product. The product is: [CH:1]1([N:4]([CH2:6][C:7]2[CH:8]=[C:9]([C:21]#[CH:22])[CH:10]=[C:11]3[C:16]=2[O:15][C:14]([CH3:17])([CH3:18])[CH2:13][C:12]3([CH3:20])[CH3:19])[CH3:5])[CH2:2][CH2:3]1. (8) Given the reactants [Br:1][C:2]1[CH:8]=[CH:7][CH:6]=[C:5]([C:9]([CH3:12])([CH3:11])[CH3:10])[C:3]=1[NH2:4].C(=O)(O)[O-].[Na+].[I:18]I.S([O-])([O-])(=O)=S.[Na+].[Na+], predict the reaction product. The product is: [Br:1][C:2]1[CH:8]=[C:7]([I:18])[CH:6]=[C:5]([C:9]([CH3:12])([CH3:11])[CH3:10])[C:3]=1[NH2:4].